This data is from Forward reaction prediction with 1.9M reactions from USPTO patents (1976-2016). The task is: Predict the product of the given reaction. Given the reactants [CH3:1][N:2]1[C:6]([C:7]2[S:8][CH:9]=[CH:10][N:11]=2)=[N:5][CH:4]=[N:3]1.CN(C)C=O.[Br:17]N1C(=O)CCC1=O, predict the reaction product. The product is: [Br:17][C:9]1[S:8][C:7]([C:6]2[N:2]([CH3:1])[N:3]=[CH:4][N:5]=2)=[N:11][CH:10]=1.